Dataset: hERG potassium channel inhibition data for cardiac toxicity prediction from Karim et al.. Task: Regression/Classification. Given a drug SMILES string, predict its toxicity properties. Task type varies by dataset: regression for continuous values (e.g., LD50, hERG inhibition percentage) or binary classification for toxic/non-toxic outcomes (e.g., AMES mutagenicity, cardiotoxicity, hepatotoxicity). Dataset: herg_karim. (1) The molecule is O=C(OCc1ccccc1)N1CCC(Cc2nc3ccccc3[nH]2)CC1. The result is 1 (blocker). (2) The drug is CN(C(=O)Cc1ccc(-n2cnnn2)cc1)[C@@H]1CCN(Cc2nc3cc(F)ccc3s2)C[C@@H]1F. The result is 1 (blocker). (3) The molecule is Cc1nc2ccc(F)cc2n1C1C[C@@H]2CC[C@H](C1)N2CC[C@H](NC(=O)C1CCS(=O)(=O)CC1)c1cccc(F)c1. The result is 0 (non-blocker). (4) The drug is CN1CCN(CCCCN2C(=O)CN(N=Cc3ccc(-c4ccc(Cl)cc4)o3)C2=O)CC1. The result is 1 (blocker). (5) The molecule is CN(c1ccc(Cl)cc1)c1ccc(Nc2nccc(N)n2)cc1. The result is 1 (blocker). (6) The compound is CC(NCCC#N)C1CCN(c2c(F)cc3c(=O)c(C(=O)O)cn4c3c2OCC4C)C1. The result is 0 (non-blocker).